Dataset: hERG channel blocking data for cardiac toxicity assessment. Task: Regression/Classification. Given a drug SMILES string, predict its toxicity properties. Task type varies by dataset: regression for continuous values (e.g., LD50, hERG inhibition percentage) or binary classification for toxic/non-toxic outcomes (e.g., AMES mutagenicity, cardiotoxicity, hepatotoxicity). Dataset: herg. (1) The molecule is Cc1ccc(-c2nc(NC(=O)CN3CCCN(C)CC3)cc(-n3nccc3C)n2)o1. The result is 1 (blocker). (2) The compound is O=C(NC1CCN(Cc2ccc3c(c2)OCO3)CC1)c1cc(=O)c2ccc(F)cc2o1. The result is 1 (blocker).